Dataset: Forward reaction prediction with 1.9M reactions from USPTO patents (1976-2016). Task: Predict the product of the given reaction. Given the reactants [OH:1][CH2:2][CH2:3][S:4]([C:7]1[CH:8]=[C:9]([NH:13][C:14]2[N:23]=[CH:22][C:21]3[N:20]([CH3:24])[C:19](=[O:25])[CH2:18][N:17]([CH:26]([CH3:28])[CH3:27])[C:16]=3[N:15]=2)[CH:10]=[CH:11][CH:12]=1)(=[O:6])=[O:5].C(N(C(C)C)C(C)C)C.[S:38](Cl)([CH3:41])(=[O:40])=[O:39].O, predict the reaction product. The product is: [CH:26]([N:17]1[C:16]2[N:15]=[C:14]([NH:13][C:9]3[CH:8]=[C:7]([S:4]([CH2:3][CH2:2][O:1][S:38]([CH3:41])(=[O:40])=[O:39])(=[O:5])=[O:6])[CH:12]=[CH:11][CH:10]=3)[N:23]=[CH:22][C:21]=2[N:20]([CH3:24])[C:19](=[O:25])[CH2:18]1)([CH3:28])[CH3:27].